From a dataset of Forward reaction prediction with 1.9M reactions from USPTO patents (1976-2016). Predict the product of the given reaction. (1) The product is: [CH2:1]([O:8][C:9]1[CH:10]=[C:11]2[C:15](=[CH:16][CH:17]=1)[N:14]([CH2:25][CH2:26][CH2:27][O:28][C:29]1[C:38]3[C:33](=[CH:34][CH:35]=[CH:36][CH:37]=3)[CH:32]=[CH:31][CH:30]=1)[C:13]([C:18]([O:20][CH2:21][CH3:22])=[O:19])=[C:12]2[Br:23])[C:2]1[CH:3]=[CH:4][CH:5]=[CH:6][CH:7]=1. Given the reactants [CH2:1]([O:8][C:9]1[CH:10]=[C:11]2[C:15](=[CH:16][CH:17]=1)[NH:14][C:13]([C:18]([O:20][CH2:21][CH3:22])=[O:19])=[C:12]2[Br:23])[C:2]1[CH:7]=[CH:6][CH:5]=[CH:4][CH:3]=1.Br[CH2:25][CH2:26][CH2:27][O:28][C:29]1[C:38]2[C:33](=[CH:34][CH:35]=[CH:36][CH:37]=2)[CH:32]=[CH:31][CH:30]=1.C([O-])([O-])=O.[Cs+].[Cs+], predict the reaction product. (2) Given the reactants [Cl:1][C:2]1[C:7]([C:8](O)=[O:9])=[CH:6][CH:5]=[C:4]([Cl:11])[N:3]=1.C[N:13]1CCOCC1.ClC(OC(C)C)=O, predict the reaction product. The product is: [Cl:1][C:2]1[C:7]([C:8]([NH2:13])=[O:9])=[CH:6][CH:5]=[C:4]([Cl:11])[N:3]=1.